This data is from Full USPTO retrosynthesis dataset with 1.9M reactions from patents (1976-2016). The task is: Predict the reactants needed to synthesize the given product. (1) The reactants are: [OH:1][C:2]1[CH:7]=[CH:6][C:5]([N:8]2[CH2:13][CH2:12][CH:11]([O:14][C:15]3[CH:20]=[CH:19][C:18]([O:21][C:22]([F:25])([F:24])[F:23])=[CH:17][CH:16]=3)[CH2:10][CH2:9]2)=[CH:4][CH:3]=1.[Cl:26][C:27]1[N:28]([CH2:35][C@@:36]2([CH3:39])[O:38][CH2:37]2)[CH:29]=[C:30]([N+:32]([O-:34])=[O:33])[N:31]=1. Given the product [Cl:26][C:27]1[N:28]([CH2:35][C@:36]([OH:38])([CH3:37])[CH2:39][O:1][C:2]2[CH:3]=[CH:4][C:5]([N:8]3[CH2:9][CH2:10][CH:11]([O:14][C:15]4[CH:20]=[CH:19][C:18]([O:21][C:22]([F:25])([F:23])[F:24])=[CH:17][CH:16]=4)[CH2:12][CH2:13]3)=[CH:6][CH:7]=2)[CH:29]=[C:30]([N+:32]([O-:34])=[O:33])[N:31]=1, predict the reactants needed to synthesize it. (2) Given the product [OH:45][CH:36]([CH2:37][O:38][C:39]1[CH:44]=[CH:43][CH:42]=[CH:41][CH:40]=1)[CH2:35][NH:34][C:16]([C@@H:9]1[CH2:10][C:11](=[N:13][O:14][CH3:15])[CH2:12][N:8]1[C:6](=[O:7])[C:28]1[CH:27]=[CH:26][C:25]([C:21]2[CH:20]=[N:19][CH:24]=[CH:23][CH:22]=2)=[CH:33][CH:32]=1)=[O:18], predict the reactants needed to synthesize it. The reactants are: C(O[C:6]([N:8]1[CH2:12][C:11](=[N:13][O:14][CH3:15])[CH2:10][C@H:9]1[C:16]([OH:18])=O)=[O:7])(C)(C)C.[N:19]1[CH:24]=[CH:23][CH:22]=[C:21]([C:25]2[CH:33]=[CH:32][C:28](C(O)=O)=[CH:27][CH:26]=2)[CH:20]=1.[NH2:34][CH2:35][C@@H:36]([OH:45])[CH2:37][O:38][C:39]1[CH:44]=[CH:43][CH:42]=[CH:41][CH:40]=1. (3) Given the product [O:1]1[C:5]2[CH:6]=[CH:7][C:8]([S:10]([N:13]([CH2:38][CH:39]([CH3:41])[CH3:40])[CH2:14][C@@H:15]([OH:37])[C@@H:16]([NH:25][C:26](=[O:36])[O:27][C@@H:28]3[C@H:35]4[C@H:31]([O:32][CH2:33][CH2:34]4)[O:30][CH2:29]3)[CH2:17][C:18]3[CH:23]=[CH:22][C:21]([O:24][C:43]4[CH:48]=[CH:47][C:46]([N+:49]([O-:51])=[O:50])=[CH:45][N:44]=4)=[CH:20][CH:19]=3)(=[O:12])=[O:11])=[CH:9][C:4]=2[O:3][CH2:2]1, predict the reactants needed to synthesize it. The reactants are: [O:1]1[C:5]2[CH:6]=[CH:7][C:8]([S:10]([N:13]([CH2:38][CH:39]([CH3:41])[CH3:40])[CH2:14][C@@H:15]([OH:37])[C@@H:16]([NH:25][C:26](=[O:36])[O:27][C@@H:28]3[C@H:35]4[C@H:31]([O:32][CH2:33][CH2:34]4)[O:30][CH2:29]3)[CH2:17][C:18]3[CH:23]=[CH:22][C:21]([OH:24])=[CH:20][CH:19]=3)(=[O:12])=[O:11])=[CH:9][C:4]=2[O:3][CH2:2]1.Cl[C:43]1[CH:48]=[CH:47][C:46]([N+:49]([O-:51])=[O:50])=[CH:45][N:44]=1.C(=O)([O-])[O-].[Cs+].[Cs+]. (4) Given the product [CH3:15][CH2:16][CH2:2][CH:3]([CH3:13])[CH3:4].[C:32]([O:34][CH2:35][CH3:44])(=[O:12])[CH3:31], predict the reactants needed to synthesize it. The reactants are: C[C:2]1[CH:16]=[CH:15]C=[CH:13][C:3]=1[CH:4]([OH:12])C1C=CC(Cl)=CC=1.C(N1C[CH:32]([O:34][CH:35]([C:44]2C=CC(Cl)=CC=2)C2C=CC(Cl)=CC=2Cl)[CH2:31]1)(C1C=CC=CC=1)C1C=CC=CC=1.